Dataset: Full USPTO retrosynthesis dataset with 1.9M reactions from patents (1976-2016). Task: Predict the reactants needed to synthesize the given product. (1) Given the product [N:6]1[CH:33]=[CH:32][CH:3]=[CH:4][C:5]=1[C:15]1[C:14]([C:2]2[CH:3]=[CH:4][C:5]3[N:6]([CH:8]=[CH:9][N:10]=3)[CH:7]=2)=[C:13]2[CH2:19][CH2:20][CH2:21][N:12]2[N:11]=1, predict the reactants needed to synthesize it. The reactants are: Br[C:2]1[CH:3]=[CH:4][C:5]2[N:6]([CH:8]=[CH:9][N:10]=2)[CH:7]=1.[N:11]1[N:12]2[CH2:21][CH2:20][CH2:19][C:13]2=[C:14](B(O)O)[CH:15]=1.C(=O)([O-])[O-].[K+].[K+].C(O[CH2:32][CH3:33])(=O)C.CO. (2) Given the product [OH2:27].[ClH:56].[ClH:19].[NH2:1][C:2]1[S:3][CH:4]=[C:5]([C:7]2([C:13]3[CH:18]=[CH:17][CH:16]=[CH:15][CH:14]=3)[CH2:8][CH2:9][N:10]([CH2:36][CH2:35][CH2:34][C:30]3([C:50]4[CH:55]=[CH:54][C:53]([Cl:56])=[C:52]([Cl:57])[CH:51]=4)[CH2:31][CH2:32][CH2:33][N:28]([C:20](=[O:27])[C:21]4[CH:26]=[CH:25][CH:24]=[CH:23][CH:22]=4)[CH2:29]3)[CH2:11][CH2:12]2)[N:6]=1, predict the reactants needed to synthesize it. The reactants are: [NH2:1][C:2]1[S:3][CH:4]=[C:5]([C:7]2([C:13]3[CH:18]=[CH:17][CH:16]=[CH:15][CH:14]=3)[CH2:12][CH2:11][NH:10][CH2:9][CH2:8]2)[N:6]=1.[ClH:19].[C:20]([N:28]1[CH2:33][CH2:32][CH2:31][C:30]([C:50]2[CH:55]=[CH:54][C:53]([Cl:56])=[C:52]([Cl:57])[CH:51]=2)([CH2:34][CH2:35][CH2:36]N2CCC(C(N3CCCC3)=O)CC2)[CH2:29]1)(=[O:27])[C:21]1[CH:26]=[CH:25][CH:24]=[CH:23][CH:22]=1.C([O-])([O-])=O.[K+].[K+].Cl. (3) Given the product [I:1][C:2]1[CH:7]=[CH:6][C:5]([NH:8][C:9]2[C:14]([C:15]([NH:40][O:39][CH2:38][C@H:36]([OH:37])[CH2:35][OH:34])=[O:17])=[CH:13][N:12]3[C:18]([CH3:21])=[N:19][N:20]=[C:11]3[CH:10]=2)=[C:4]([CH3:22])[CH:3]=1, predict the reactants needed to synthesize it. The reactants are: [I:1][C:2]1[CH:7]=[CH:6][C:5]([NH:8][C:9]2[C:14]([C:15]([OH:17])=O)=[CH:13][N:12]3[C:18]([CH3:21])=[N:19][N:20]=[C:11]3[CH:10]=2)=[C:4]([CH3:22])[CH:3]=1.CCN(C(C)C)C(C)C.CC1(C)[O:37][C@@H:36]([CH2:38][O:39][NH2:40])[CH2:35][O:34]1. (4) Given the product [O:1]1[C:5]2[CH:6]=[CH:7][CH:8]=[CH:9][C:4]=2[CH:3]=[C:2]1[C:10]([NH:12][C@H:13]([C:24]([OH:26])=[O:25])[CH2:14][C:15]1[C:23]2[C:18](=[CH:19][CH:20]=[CH:21][CH:22]=2)[NH:17][CH:16]=1)=[O:11], predict the reactants needed to synthesize it. The reactants are: [O:1]1[C:5]2[CH:6]=[CH:7][CH:8]=[CH:9][C:4]=2[CH:3]=[C:2]1[C:10]([NH:12][C@H:13]([C:24]([O:26]C)=[O:25])[CH2:14][C:15]1[C:23]2[C:18](=[CH:19][CH:20]=[CH:21][CH:22]=2)[NH:17][CH:16]=1)=[O:11].[OH-].[Na+]. (5) Given the product [F:1][C:2]([F:16])([F:15])[C:3]1[CH:14]=[C:6]2[C:7]([CH:12]=[O:13])=[CH:8][CH:9]=[C:10]([O:18][CH3:17])[N:5]2[N:4]=1, predict the reactants needed to synthesize it. The reactants are: [F:1][C:2]([F:16])([F:15])[C:3]1[CH:14]=[C:6]2[C:7]([CH:12]=[O:13])=[CH:8][CH:9]=[C:10](I)[N:5]2[N:4]=1.[CH3:17][O-:18].[Na+]. (6) Given the product [NH2:19][C:9]1[CH:8]=[CH:7][CH:6]=[C:5]([C:10]2[CH:11]=[CH:12][CH:13]=[CH:14][CH:15]=2)[C:4]=1[N+:1]([O-:3])=[O:2], predict the reactants needed to synthesize it. The reactants are: [N+:1]([C:4]1[CH:9]=[CH:8][CH:7]=[CH:6][C:5]=1[C:10]1[CH:15]=[CH:14][CH:13]=[CH:12][CH:11]=1)([O-:3])=[O:2].Cl.CO[NH2:19].CC(C)([O-])C.[K+].